This data is from Full USPTO retrosynthesis dataset with 1.9M reactions from patents (1976-2016). The task is: Predict the reactants needed to synthesize the given product. (1) Given the product [C:1]([N:4]1[CH2:9][CH2:8][C:7]2[N:10]([CH:25]3[CH2:26][CH2:27][O:28][CH2:29][CH2:30]3)[N:11]=[C:12]([N:13]3[C:22]4[C:17](=[CH:18][C:19]([Br:31])=[C:20]([C:23]#[N:24])[CH:21]=4)[CH2:16][CH2:15][CH2:14]3)[C:6]=2[CH2:5]1)(=[O:3])[CH3:2], predict the reactants needed to synthesize it. The reactants are: [C:1]([N:4]1[CH2:9][CH2:8][C:7]2[N:10]([CH:25]3[CH2:30][CH2:29][O:28][CH2:27][CH2:26]3)[N:11]=[C:12]([N:13]3[C:22]4[C:17](=[CH:18][CH:19]=[C:20]([C:23]#[N:24])[CH:21]=4)[CH2:16][CH2:15][CH2:14]3)[C:6]=2[CH2:5]1)(=[O:3])[CH3:2].[Br:31]N1C(=O)CCC1=O. (2) Given the product [F:8][C:9]([F:19])([F:20])[C@H:10]1[CH2:11][CH2:12][C@H:13]([C:16]([N:1]2[CH2:5][CH2:4][CH2:3][C@@H:2]2[CH2:6][OH:7])=[O:17])[CH2:14][CH2:15]1, predict the reactants needed to synthesize it. The reactants are: [NH:1]1[CH2:5][CH2:4][CH2:3][C@@H:2]1[CH2:6][OH:7].[F:8][C:9]([F:20])([F:19])[C@H:10]1[CH2:15][CH2:14][C@H:13]([C:16](O)=[O:17])[CH2:12][CH2:11]1.N1C2C(=CC=CC=2)C=C1C(O)=O. (3) Given the product [CH3:35][N:2]([CH3:1])[CH2:3][CH2:4][O:5][C:6]1[CH:7]=[CH:8][C:9]([NH:12][C:13](=[O:34])[CH:14]([C:24]2[CH:29]=[CH:28][C:27]([OH:30])=[CH:26][CH:25]=2)[C:15]([C:18]2[CH:23]=[CH:22][CH:21]=[CH:20][CH:19]=2)=[CH:16][CH3:17])=[CH:10][CH:11]=1, predict the reactants needed to synthesize it. The reactants are: [CH3:1][N:2]([CH3:35])[CH2:3][CH2:4][O:5][C:6]1[CH:11]=[CH:10][C:9]([NH:12][C:13](=[O:34])[CH:14]([C:24]2[CH:29]=[CH:28][C:27]([O:30]COC)=[CH:26][CH:25]=2)[C:15]([C:18]2[CH:23]=[CH:22][CH:21]=[CH:20][CH:19]=2)=[CH:16][CH3:17])=[CH:8][CH:7]=1.Cl.C([O-])(O)=O.[Na+]. (4) Given the product [Br:24][C:25]1[CH:30]=[CH:29][C:28]([NH:31][C:32]2[C:40]([CH:41]([OH:42])[CH2:11][O:12][CH2:13][O:14][CH3:15])=[C:39]3[N:35]([CH2:36][CH2:37][CH2:38]3)[C:34](=[O:43])[C:33]=2[F:44])=[C:27]([F:45])[CH:26]=1, predict the reactants needed to synthesize it. The reactants are: C([Li])CCC.C([Sn](CCCC)(CCCC)[CH2:11][O:12][CH2:13][O:14][CH3:15])CCC.[Br:24][C:25]1[CH:30]=[CH:29][C:28]([NH:31][C:32]2[C:40]([CH:41]=[O:42])=[C:39]3[N:35]([CH2:36][CH2:37][CH2:38]3)[C:34](=[O:43])[C:33]=2[F:44])=[C:27]([F:45])[CH:26]=1.